Dataset: Reaction yield outcomes from USPTO patents with 853,638 reactions. Task: Predict the reaction yield, written as a fraction of the theoretical maximum amount of product (1.0 means a 100% yield; for example, 0.34 means a 34% yield). (1) The reactants are O[CH:2]=[C:3]1[C:11]2[C:6](=[CH:7][C:8]([C:12]([C:14]3[CH:15]=[C:16]([NH:20][C:21]([C:23]4[O:24][CH:25]=[CH:26][C:27]=4[CH3:28])=[O:22])[CH:17]=[CH:18][CH:19]=3)=[O:13])=[CH:9][CH:10]=2)[NH:5][C:4]1=[O:29].[NH2:30][C:31]1[CH:36]=[CH:35][C:34]([CH2:37][CH2:38][C:39]([OH:41])=[O:40])=[CH:33][CH:32]=1. The catalyst is C1COCC1. The product is [CH3:28][C:27]1[CH:26]=[CH:25][O:24][C:23]=1[C:21]([NH:20][C:16]1[CH:15]=[C:14]([CH:19]=[CH:18][CH:17]=1)[C:12]([C:8]1[CH:7]=[C:6]2[C:11]([C:3](=[CH:2][NH:30][C:31]3[CH:32]=[CH:33][C:34]([CH2:37][CH2:38][C:39]([OH:41])=[O:40])=[CH:35][CH:36]=3)[C:4](=[O:29])[NH:5]2)=[CH:10][CH:9]=1)=[O:13])=[O:22]. The yield is 0.570. (2) The reactants are [F:1][C:2]1[CH:7]=[CH:6][CH:5]=[C:4]([F:8])[C:3]=1[C:9]1[O:10][C:11]([C:17]2[CH:22]=[CH:21][C:20]([OH:23])=[CH:19][CH:18]=2)=[C:12]([C:14]([NH2:16])=[O:15])[N:13]=1.C(=O)([O-])[O-].[K+].[K+].[Cl:30][CH2:31][CH2:32]Cl. The catalyst is CN(C=O)C.CCOC(C)=O. The product is [Cl:30][CH2:31][CH2:32][O:23][C:20]1[CH:19]=[CH:18][C:17]([C:11]2[O:10][C:9]([C:3]3[C:4]([F:8])=[CH:5][CH:6]=[CH:7][C:2]=3[F:1])=[N:13][C:12]=2[C:14]([NH2:16])=[O:15])=[CH:22][CH:21]=1. The yield is 0.920.